Dataset: Catalyst prediction with 721,799 reactions and 888 catalyst types from USPTO. Task: Predict which catalyst facilitates the given reaction. (1) Reactant: [CH3:1][C:2]1[CH2:6][CH2:5][C:4]([CH3:8])([CH3:7])[C:3]=1[C:9]#N.[H-].C([Al+]CC(C)C)C(C)C.C([O:23]CC)C. Product: [CH3:1][C:2]1[CH2:6][CH2:5][C:4]([CH3:8])([CH3:7])[C:3]=1[CH:9]=[O:23]. The catalyst class is: 4. (2) Reactant: [F:1][C:2]1[CH:7]=[CH:6][C:5]([C:8]2[C:12]([C:13](Cl)=[O:14])=[C:11]([CH2:16][O:17][CH3:18])[O:10][N:9]=2)=[CH:4][CH:3]=1.[N+](=[CH2:21])=[N-].[BrH:22]. Product: [Br:22][CH2:21][C:13]([C:12]1[C:8]([C:5]2[CH:6]=[CH:7][C:2]([F:1])=[CH:3][CH:4]=2)=[N:9][O:10][C:11]=1[CH2:16][O:17][CH3:18])=[O:14]. The catalyst class is: 158. (3) Reactant: [N+:1](=[CH2:3])=[N-:2].[CH3:4][C@@H:5]1[CH2:11][C:10]2[CH:12]=[C:13]3[O:18][CH2:17][O:16][C:14]3=[CH:15][C:9]=2[C:8]([C:19]2[CH:24]=[CH:23][C:22]([N+:25]([O-:27])=[O:26])=[CH:21][CH:20]=2)=[N:7][N:6]1[C:28](Cl)=[S:29]. Product: [CH3:4][C@@H:5]1[CH2:11][C:10]2[CH:12]=[C:13]3[O:18][CH2:17][O:16][C:14]3=[CH:15][C:9]=2[C:8]([C:19]2[CH:24]=[CH:23][C:22]([N+:25]([O-:27])=[O:26])=[CH:21][CH:20]=2)=[N:7][N:6]1[C:28]1[S:29][N:2]=[N:1][CH:3]=1. The catalyst class is: 7. (4) Reactant: [CH2:1]([O:3][C:4]([C:6]1[CH:11]=[CH:10][CH:9]=[C:8]([SH:12])[N:7]=1)=[O:5])[CH3:2].C([O-])([O-])=O.[Cs+].[Cs+].Br[CH:20]1[CH2:23][CH2:22][CH2:21]1. The catalyst class is: 23. Product: [CH2:1]([O:3][C:4]([C:6]1[CH:11]=[CH:10][CH:9]=[C:8]([S:12][CH:20]2[CH2:23][CH2:22][CH2:21]2)[N:7]=1)=[O:5])[CH3:2]. (5) Reactant: [CH3:1][C:2]([O:5][C@H:6]([CH3:41])[C@@H:7]([C:37]([O:39]C)=[O:38])[NH:8][C:9]([C:11]1[S:12][C:13]([C:29]2[CH:34]=[CH:33][C:32]([O:35][CH3:36])=[CH:31][CH:30]=2)=[CH:14][C:15]=1[NH:16][C:17]([NH:19][C:20]1[C:25]([CH3:26])=[CH:24][C:23]([CH3:27])=[CH:22][C:21]=1[CH3:28])=[O:18])=[O:10])([CH3:4])[CH3:3].[OH-].[Li+]. Product: [CH3:4][C:2]([O:5][C@H:6]([CH3:41])[C@@H:7]([C:37]([OH:39])=[O:38])[NH:8][C:9]([C:11]1[S:12][C:13]([C:29]2[CH:30]=[CH:31][C:32]([O:35][CH3:36])=[CH:33][CH:34]=2)=[CH:14][C:15]=1[NH:16][C:17]([NH:19][C:20]1[C:25]([CH3:26])=[CH:24][C:23]([CH3:27])=[CH:22][C:21]=1[CH3:28])=[O:18])=[O:10])([CH3:1])[CH3:3]. The catalyst class is: 1. (6) Reactant: [F:1][C:2]1[CH:18]=[CH:17][C:5]([C:6]([NH:8][S:9]([N:12]([CH:14]([CH3:16])[CH3:15])[CH3:13])(=[O:11])=[O:10])=[O:7])=[CH:4][C:3]=1[N+:19]([O-])=O.[H][H]. Product: [F:1][C:2]1[CH:18]=[CH:17][C:5]([C:6]([NH:8][S:9]([N:12]([CH:14]([CH3:15])[CH3:16])[CH3:13])(=[O:11])=[O:10])=[O:7])=[CH:4][C:3]=1[NH2:19]. The catalyst class is: 19. (7) Reactant: C(OC([NH:8][CH2:9][CH2:10][NH:11][C:12](=[O:29])[CH2:13][CH2:14][CH2:15][C:16]([NH:18][CH2:19][CH2:20][NH:21]C(OC(C)(C)C)=O)=[O:17])=O)(C)(C)C.FC(F)(F)C(O)=O. Product: [NH2:8][CH2:9][CH2:10][NH:11][C:12](=[O:29])[CH2:13][CH2:14][CH2:15][C:16]([NH:18][CH2:19][CH2:20][NH2:21])=[O:17]. The catalyst class is: 2. (8) Reactant: Cl.Cl[CH2:3][C:4]1[C:9]([CH3:10])=[C:8]([O:11][CH3:12])[C:7]([CH3:13])=[CH:6][N:5]=1.[SH:14][C:15]1[NH:16][C:17]2[C:23]([S:24]([C:27]3[C:38]([CH3:39])=[CH:37][C:30]([O:31][CH2:32][C:33]([O:35][CH3:36])=[O:34])=[CH:29][C:28]=3[CH3:40])(=[O:26])=[O:25])=[C:22]([O:41][CH3:42])[CH:21]=[CH:20][C:18]=2[N:19]=1.C(=O)([O-])[O-].[K+].[K+].Cl. Product: [CH3:42][O:41][C:22]1[CH:21]=[CH:20][C:18]2[N:19]=[C:15]([S:14][CH2:3][C:4]3[C:9]([CH3:10])=[C:8]([O:11][CH3:12])[C:7]([CH3:13])=[CH:6][N:5]=3)[NH:16][C:17]=2[C:23]=1[S:24]([C:27]1[C:28]([CH3:40])=[CH:29][C:30]([O:31][CH2:32][C:33]([O:35][CH3:36])=[O:34])=[CH:37][C:38]=1[CH3:39])(=[O:25])=[O:26]. The catalyst class is: 9. (9) Reactant: [F:1][C:2]1[CH:3]=[C:4]2[C:10]([C:11]3[N:16]=[C:15](S(C)=O)[C:14]([F:20])=[CH:13][N:12]=3)=[CH:9][N:8](S(C3C=CC(C)=CC=3)(=O)=O)[C:5]2=[N:6][CH:7]=1.[NH2:31][CH:32]1[CH:37]2[CH2:38][CH:34]([CH2:35][CH:36]2[C:39]([OH:41])=[O:40])[CH2:33]1.C(N(C(C)C)CC)(C)C.[Li+].[OH-].FC(F)(F)C(O)=O. Product: [F:20][C:14]1[C:15]([NH:31][CH:32]2[CH:37]3[CH2:38][CH:34]([CH2:35][CH:36]3[C:39]([OH:41])=[O:40])[CH2:33]2)=[N:16][C:11]([C:10]2[C:4]3[C:5](=[N:6][CH:7]=[C:2]([F:1])[CH:3]=3)[NH:8][CH:9]=2)=[N:12][CH:13]=1. The catalyst class is: 36. (10) Reactant: [Cl:1][C:2]1[C:11]2[C:6](=[CH:7][C:8]([OH:14])=[C:9]([C:12]#[N:13])[CH:10]=2)[N:5]=[CH:4][CH:3]=1.[N:15]1([CH2:20][CH2:21][CH2:22]O)[CH2:19][CH2:18][CH2:17][CH2:16]1.C1(P(C2C=CC=CC=2)C2C=CC=CC=2)C=CC=CC=1.N(C(OCC)=O)=NC(OCC)=O. Product: [Cl:1][C:2]1[C:11]2[C:6](=[CH:7][C:8]([O:14][CH2:22][CH2:21][CH2:20][N:15]3[CH2:19][CH2:18][CH2:17][CH2:16]3)=[C:9]([C:12]#[N:13])[CH:10]=2)[N:5]=[CH:4][CH:3]=1. The catalyst class is: 2.